This data is from Catalyst prediction with 721,799 reactions and 888 catalyst types from USPTO. The task is: Predict which catalyst facilitates the given reaction. (1) Reactant: Cl[C:2]1[C:7]([C:8]([O:10][CH2:11][CH3:12])=[O:9])=[CH:6][N:5]=[C:4]2[N:13]([C:17]3[CH:22]=[CH:21][CH:20]=[CH:19][N:18]=3)[N:14]=[C:15]([CH3:16])[C:3]=12.[N-:23]=[N+:24]=[N-:25].[Na+].O.[OH-].[Na+]. Product: [N:23]([C:2]1[C:7]([C:8]([O:10][CH2:11][CH3:12])=[O:9])=[CH:6][N:5]=[C:4]2[N:13]([C:17]3[CH:22]=[CH:21][CH:20]=[CH:19][N:18]=3)[N:14]=[C:15]([CH3:16])[C:3]=12)=[N+:24]=[N-:25]. The catalyst class is: 9. (2) Reactant: [Br:1][C:2]1[CH:8]=[CH:7][C:5]([NH2:6])=[C:4]([CH2:9][CH:10]([O:13][CH3:14])[O:11][CH3:12])[CH:3]=1.[N:15]12[CH2:22][CH2:21][CH:18]([CH2:19][CH2:20]1)[C:17](=O)[CH2:16]2.S([O-])([O-])(=O)=O.[Na+].[Na+].C(O[BH-](OC(=O)C)OC(=O)C)(=O)C.[Na+]. Product: [Br:1][C:2]1[CH:8]=[CH:7][C:5]([NH:6][CH:17]2[CH:18]3[CH2:21][CH2:22][N:15]([CH2:20][CH2:19]3)[CH2:16]2)=[C:4]([CH2:9][CH:10]([O:13][CH3:14])[O:11][CH3:12])[CH:3]=1. The catalyst class is: 342. (3) Reactant: [CH:1]1([C@H:7]([NH:15][C:16]([C:18]2[CH:23]=[CH:22][C:21]([C:24]3[CH:29]=[CH:28][C:27]([CH2:30][OH:31])=[CH:26][CH:25]=3)=[CH:20][C:19]=2[NH:32][C:33]([NH:35][C:36]2[C:41]([CH3:42])=[CH:40][C:39]([CH3:43])=[CH:38][C:37]=2[CH3:44])=[O:34])=[O:17])[C:8]([O:10][C:11]([CH3:14])([CH3:13])[CH3:12])=[O:9])[CH2:6][CH2:5][CH2:4][CH2:3][CH2:2]1. Product: [CH:1]1([C@H:7]([NH:15][C:16]([C:18]2[CH:23]=[CH:22][C:21]([C:24]3[CH:25]=[CH:26][C:27]([CH:30]=[O:31])=[CH:28][CH:29]=3)=[CH:20][C:19]=2[NH:32][C:33]([NH:35][C:36]2[C:37]([CH3:44])=[CH:38][C:39]([CH3:43])=[CH:40][C:41]=2[CH3:42])=[O:34])=[O:17])[C:8]([O:10][C:11]([CH3:12])([CH3:13])[CH3:14])=[O:9])[CH2:6][CH2:5][CH2:4][CH2:3][CH2:2]1. The catalyst class is: 327. (4) Reactant: [N:1]1([C:7]2[C:8]3[N:9]([CH:15]=[C:16]([C:18]4[CH:23]=[CH:22][N:21]=[CH:20][CH:19]=4)[N:17]=3)[N:10]=[C:11]([NH:13][NH2:14])[CH:12]=2)[CH2:6][CH2:5][O:4][CH2:3][CH2:2]1.[C:24]([C:27]1[CH:28]=[C:29]([CH:32]=[CH:33][CH:34]=1)[CH:30]=O)(=[O:26])[CH3:25]. Product: [C:24]([C:27]1[CH:28]=[C:29]([CH:32]=[CH:33][CH:34]=1)[CH:30]=[N:14][NH:13][C:11]1[CH:12]=[C:7]([N:1]2[CH2:2][CH2:3][O:4][CH2:5][CH2:6]2)[C:8]2[N:9]([CH:15]=[C:16]([C:18]3[CH:23]=[CH:22][N:21]=[CH:20][CH:19]=3)[N:17]=2)[N:10]=1)(=[O:26])[CH3:25]. The catalyst class is: 8. (5) Reactant: Cl[C:2]1[C:7]([NH2:8])=[C:6]([Cl:9])[N:5]=[C:4]([CH3:10])[N:3]=1.[Cl:11][C:12]1[CH:17]=[CH:16][C:15]([NH2:18])=[CH:14][CH:13]=1.C(O)C.Cl. Product: [Cl:9][C:6]1[N:5]=[C:4]([CH3:10])[N:3]=[C:2]([NH:18][C:15]2[CH:16]=[CH:17][C:12]([Cl:11])=[CH:13][CH:14]=2)[C:7]=1[NH2:8]. The catalyst class is: 6.